The task is: Predict which catalyst facilitates the given reaction.. This data is from Catalyst prediction with 721,799 reactions and 888 catalyst types from USPTO. (1) Reactant: [CH2:1]([N:8]1[C:16]2[C:11](=[C:12]([NH:17][C:18]3[CH:27]=[CH:26][C:25]([Cl:28])=[CH:24][C:19]=3[C:20]([O:22]C)=[O:21])[CH:13]=[CH:14][CH:15]=2)[CH:10]=[CH:9]1)[C:2]1[CH:7]=[CH:6][CH:5]=[CH:4][CH:3]=1.[OH-].[Na+].O.Cl. Product: [CH2:1]([N:8]1[C:16]2[C:11](=[C:12]([NH:17][C:18]3[CH:27]=[CH:26][C:25]([Cl:28])=[CH:24][C:19]=3[C:20]([OH:22])=[O:21])[CH:13]=[CH:14][CH:15]=2)[CH:10]=[CH:9]1)[C:2]1[CH:3]=[CH:4][CH:5]=[CH:6][CH:7]=1. The catalyst class is: 199. (2) Reactant: [F:1][C:2]1[CH:3]=[CH:4][C:5]2[O:10][CH2:9][CH:8]([CH2:11][OH:12])[O:7][C:6]=2[C:13]=1[F:14].[C:15]1([CH3:25])[CH:20]=[CH:19][C:18]([S:21](Cl)(=[O:23])=[O:22])=[CH:17][CH:16]=1.Cl. Product: [CH3:25][C:15]1[CH:20]=[CH:19][C:18]([S:21]([O:12][CH2:11][CH:8]2[O:7][C:6]3[C:13]([F:14])=[C:2]([F:1])[CH:3]=[CH:4][C:5]=3[O:10][CH2:9]2)(=[O:23])=[O:22])=[CH:17][CH:16]=1. The catalyst class is: 2. (3) Reactant: [Cl:1][C:2]1[C:3]([O:9][C:10]2[CH:15]=[C:14]([O:16][CH2:17][CH2:18][O:19][CH3:20])[CH:13]=[CH:12][C:11]=2[CH2:21][CH2:22][CH2:23][OH:24])=[N:4][CH:5]=[C:6]([Cl:8])[CH:7]=1.Cl[S:26]([N:29]=[C:30]=[O:31])(=[O:28])=[O:27].N1C=CC=CC=1.[CH:38]([O:41][CH2:42][CH2:43][NH2:44])([CH3:40])[CH3:39]. Product: [CH:38]([O:41][CH2:42][CH2:43][NH:44][S:26]([NH:29][C:30](=[O:31])[O:24][CH2:23][CH2:22][CH2:21][C:11]1[CH:12]=[CH:13][C:14]([O:16][CH2:17][CH2:18][O:19][CH3:20])=[CH:15][C:10]=1[O:9][C:3]1[C:2]([Cl:1])=[CH:7][C:6]([Cl:8])=[CH:5][N:4]=1)(=[O:28])=[O:27])([CH3:40])[CH3:39]. The catalyst class is: 93. (4) Reactant: [N:10]1[C:18]2[CH:17]=[CH:2][CH:15]=[CH:14][C:13]=2N[CH:2]=1.[NH:10]1[C:18]2[C:13](=[CH:14][CH:15]=C[CH:17]=2)C=N1.[N+:19](NC1C=CC=CC=1)([O-:21])=[O:20].[C:29](Cl)(=[O:31])[CH3:30].[CH2:33]([N:35]([CH2:38][CH3:39])[CH2:36][CH3:37])C.[CH3:40][C:41]([N:43]([CH3:45])[CH3:44])=O. Product: [CH:36]([N:35]1[CH2:38][CH2:39][C:29]2([O:31][CH2:40][CH2:41][N:43]([C:45]3[CH:15]=[CH:14][C:13]([N+:19]([O-:21])=[O:20])=[C:18]([NH2:10])[CH:17]=3)[CH2:44]2)[CH2:30][CH2:33]1)([CH3:2])[CH3:37]. The catalyst class is: 1. (5) Reactant: [CH3:1][N:2]1[C:10]2[CH:9]=[C:8]3[O:11][CH2:12][CH2:13][O:14][C:7]3=[CH:6][C:5]=2[C:4]([C:19]2[CH:24]=[CH:23][CH:22]=[CH:21][C:20]=2[N+:25]([O-])=O)([C:15]([O:17]C)=O)[C:3]1=[O:28]. Product: [CH3:1][N:2]1[C:10]2[CH:9]=[C:8]3[O:11][CH2:12][CH2:13][O:14][C:7]3=[CH:6][C:5]=2[C:4]2([C:19]3[C:20](=[CH:21][CH:22]=[CH:23][CH:24]=3)[NH:25][C:15]2=[O:17])[C:3]1=[O:28]. The catalyst class is: 43. (6) Reactant: [Cl-].O[NH3+:3].[C:4](=[O:7])([O-])[OH:5].[Na+].CS(C)=O.[CH2:13]([C:17]1[N:18]=[C:19]([CH3:50])[N:20]([CH2:39][C:40]2[N:44]([CH3:45])[C:43]3[CH:46]=[CH:47][CH:48]=[CH:49][C:42]=3[N:41]=2)[C:21](=[O:38])[C:22]=1[CH2:23][C:24]1[CH:29]=[CH:28][C:27]([C:30]2[C:31]([C:36]#[N:37])=[CH:32][CH:33]=[CH:34][CH:35]=2)=[CH:26][CH:25]=1)[CH2:14][CH2:15][CH3:16]. Product: [CH2:13]([C:17]1[N:18]=[C:19]([CH3:50])[N:20]([CH2:39][C:40]2[N:44]([CH3:45])[C:43]3[CH:46]=[CH:47][CH:48]=[CH:49][C:42]=3[N:41]=2)[C:21](=[O:38])[C:22]=1[CH2:23][C:24]1[CH:29]=[CH:28][C:27]([C:30]2[CH:35]=[CH:34][CH:33]=[CH:32][C:31]=2[C:36]2[NH:3][C:4](=[O:7])[O:5][N:37]=2)=[CH:26][CH:25]=1)[CH2:14][CH2:15][CH3:16]. The catalyst class is: 13.